Dataset: Full USPTO retrosynthesis dataset with 1.9M reactions from patents (1976-2016). Task: Predict the reactants needed to synthesize the given product. (1) Given the product [C:1]([O:5][C:6]([N:8]1[C:17]2[C:12](=[CH:13][C:14]([O:18][CH2:19][CH2:20][CH2:21][CH2:22][N:27]([CH2:24][CH:25]=[CH2:26])[CH3:28])=[CH:15][CH:16]=2)[CH2:11][CH2:10][CH2:9]1)=[O:7])([CH3:4])([CH3:3])[CH3:2], predict the reactants needed to synthesize it. The reactants are: [C:1]([O:5][C:6]([N:8]1[C:17]2[C:12](=[CH:13][C:14]([O:18][CH2:19][CH2:20][CH2:21][CH2:22]Br)=[CH:15][CH:16]=2)[CH2:11][CH2:10][CH2:9]1)=[O:7])([CH3:4])([CH3:3])[CH3:2].[CH2:24]([NH:27][CH3:28])[CH:25]=[CH2:26]. (2) Given the product [O:4]1[CH2:5][CH2:6][N:1]([S:7]([N:12]2[CH:13]([C:21]([O:23][CH3:24])=[O:22])[CH2:14][C:15]3[C:20](=[CH:19][CH:18]=[CH:17][CH:16]=3)[CH2:11]2)(=[O:9])=[O:8])[CH2:2][CH2:3]1, predict the reactants needed to synthesize it. The reactants are: [N:1]1([S:7](Cl)(=[O:9])=[O:8])[CH2:6][CH2:5][O:4][CH2:3][CH2:2]1.[CH2:11]1[C:20]2[C:15](=[CH:16][CH:17]=[CH:18][CH:19]=2)[CH2:14][CH:13]([C:21]([O:23][CH3:24])=[O:22])[NH:12]1.C(N1CCOCC1)C.C(O)(=O)CC(CC(O)=O)(C(O)=O)O.C([O-])(O)=O.[Na+]. (3) The reactants are: C(OC([N:8]1[CH2:12][CH2:11][CH2:10][C@@H:9]1[CH2:13][O:14][C:15]1[CH:20]=[CH:19][C:18]([O:21][C:22]2[CH:27]=[CH:26][C:25]([Cl:28])=[CH:24][CH:23]=2)=[CH:17][CH:16]=1)=O)(C)(C)C.Cl. Given the product [Cl:28][C:25]1[CH:26]=[CH:27][C:22]([O:21][C:18]2[CH:19]=[CH:20][C:15]([O:14][CH2:13][C@H:9]3[CH2:10][CH2:11][CH2:12][NH:8]3)=[CH:16][CH:17]=2)=[CH:23][CH:24]=1, predict the reactants needed to synthesize it. (4) The reactants are: [NH2:1][CH2:2][C:3]1[C:8]([CH2:9][CH3:10])=[N:7][C:6]2[N:11]([CH2:14][CH3:15])[N:12]=[CH:13][C:5]=2[C:4]=1[NH:16][CH:17]1[CH2:22][CH2:21][O:20][CH2:19][CH2:18]1.[CH3:23][O:24][C:25]([C:27]1[CH:28]=[C:29]([CH:33]=[CH:34][CH:35]=1)[C:30](O)=[O:31])=[O:26].CN(C(ON1N=NC2C=CC=NC1=2)=[N+](C)C)C.F[P-](F)(F)(F)(F)F. Given the product [CH2:14]([N:11]1[C:6]2=[N:7][C:8]([CH2:9][CH3:10])=[C:3]([CH2:2][NH:1][C:30]([C:29]3[CH:28]=[C:27]([CH:35]=[CH:34][CH:33]=3)[C:25]([O:24][CH3:23])=[O:26])=[O:31])[C:4]([NH:16][CH:17]3[CH2:18][CH2:19][O:20][CH2:21][CH2:22]3)=[C:5]2[CH:13]=[N:12]1)[CH3:15], predict the reactants needed to synthesize it. (5) Given the product [N:12]1[CH:13]=[CH:14][CH:15]=[CH:16][C:11]=1[C:10]1[C:3]2[C:2]([NH:23][CH:20]3[CH2:21][CH2:22][CH:17]([NH2:24])[CH2:18][CH2:19]3)=[N:7][CH:6]=[N:5][C:4]=2[S:8][CH:9]=1, predict the reactants needed to synthesize it. The reactants are: Cl[C:2]1[C:3]2[C:10]([C:11]3[CH:16]=[CH:15][CH:14]=[CH:13][N:12]=3)=[CH:9][S:8][C:4]=2[N:5]=[CH:6][N:7]=1.[CH:17]1([NH2:24])[CH2:22][CH2:21][CH:20]([NH2:23])[CH2:19][CH2:18]1.